This data is from Reaction yield outcomes from USPTO patents with 853,638 reactions. The task is: Predict the reaction yield, written as a fraction of the theoretical maximum amount of product (1.0 means a 100% yield; for example, 0.34 means a 34% yield). (1) The reactants are O=C(Cl)[O:3][C:4](Cl)(Cl)Cl.[F:9][C:10]1[C:15]([N+:16]([O-:18])=[O:17])=[CH:14][C:13]([NH:19][CH2:20][C:21]2[C:22]([NH:29][CH3:30])=[N:23][C:24]([S:27][CH3:28])=[N:25][CH:26]=2)=[C:12]([CH3:31])[CH:11]=1.CCN(CC)CC.C([O-])([O-])=O.[Na+].[Na+]. The catalyst is O1CCOCC1.O. The product is [F:9][C:10]1[C:15]([N+:16]([O-:18])=[O:17])=[CH:14][C:13]([N:19]2[CH2:20][C:21]3[C:22](=[N:23][C:24]([S:27][CH3:28])=[N:25][CH:26]=3)[N:29]([CH3:30])[C:4]2=[O:3])=[C:12]([CH3:31])[CH:11]=1. The yield is 0.840. (2) The reactants are [Cl:1][C:2]1[C:11]2[C:6](=[CH:7][CH:8]=[CH:9][C:10]=2[O:12][CH:13]2[CH2:18][CH2:17][N:16]([CH3:19])[CH2:15][CH2:14]2)[N:5]=[CH:4][N:3]=1.[NH2:20][C:21]1[CH:22]=[C:23]2[C:27](=[CH:28][CH:29]=1)[N:26]([CH2:30][C:31]1[CH:36]=[CH:35][CH:34]=[CH:33][CH:32]=1)[CH:25]=[CH:24]2.Cl. The catalyst is CC(O)C.CCOCC. The product is [ClH:1].[CH2:30]([N:26]1[C:27]2[C:23](=[CH:22][C:21]([NH:20][C:2]3[C:11]4[C:6](=[CH:7][CH:8]=[CH:9][C:10]=4[O:12][CH:13]4[CH2:18][CH2:17][N:16]([CH3:19])[CH2:15][CH2:14]4)[N:5]=[CH:4][N:3]=3)=[CH:29][CH:28]=2)[CH:24]=[CH:25]1)[C:31]1[CH:32]=[CH:33][CH:34]=[CH:35][CH:36]=1. The yield is 0.460. (3) The catalyst is CN(C)C=O.C1(C)C=CC=CC=1. The product is [Br:1][C:2]1[CH:11]=[CH:10][C:5]([C:6]([O:8][CH3:9])=[O:7])=[CH:4][C:3]=1[O:12][CH2:16][CH2:17][CH2:18][O:19][Si:20]([C:23]([CH3:24])([CH3:26])[CH3:25])([CH3:21])[CH3:22]. The reactants are [Br:1][C:2]1[CH:11]=[CH:10][C:5]([C:6]([O:8][CH3:9])=[O:7])=[CH:4][C:3]=1[OH:12].[H-].[Na+].Br[CH2:16][CH2:17][CH2:18][O:19][Si:20]([C:23]([CH3:26])([CH3:25])[CH3:24])([CH3:22])[CH3:21]. The yield is 0.460. (4) The reactants are [C:1]([C:4]1[N:9]=[C:8]([C:10]2[CH:15]=[CH:14][C:13](B(O)O)=[CH:12][CH:11]=2)[C:7]([CH3:19])=[N:6][C:5]=1[CH3:20])(=[O:3])[NH2:2].[Cl:21][C:22]1[C:23](OS(C(F)(F)F)(=O)=O)=[CH:24][C:25]([CH3:34])=[C:26]([CH2:28][C:29]([O:31][CH2:32][CH3:33])=[O:30])[CH:27]=1.C(=O)([O-])[O-].[Na+].[Na+].[Cl-].[Li+]. The catalyst is COCCOC.C(O)C.C1C=CC([P]([Pd]([P](C2C=CC=CC=2)(C2C=CC=CC=2)C2C=CC=CC=2)([P](C2C=CC=CC=2)(C2C=CC=CC=2)C2C=CC=CC=2)[P](C2C=CC=CC=2)(C2C=CC=CC=2)C2C=CC=CC=2)(C2C=CC=CC=2)C2C=CC=CC=2)=CC=1. The product is [C:1]([C:4]1[N:9]=[C:8]([C:10]2[CH:15]=[CH:14][C:13]([C:23]3[CH:24]=[C:25]([CH3:34])[C:26]([CH2:28][C:29]([O:31][CH2:32][CH3:33])=[O:30])=[CH:27][C:22]=3[Cl:21])=[CH:12][CH:11]=2)[C:7]([CH3:19])=[N:6][C:5]=1[CH3:20])(=[O:3])[NH2:2]. The yield is 0.706. (5) The reactants are [O:1]1[CH2:6][CH2:5][CH:4]([C:7]([C:9]2[S:13][C:12]([NH2:14])=[N:11][C:10]=2[C:15]2[CH:19]=[CH:18][O:17][CH:16]=2)=[O:8])[CH2:3][CH2:2]1.[Cl:20][C:21]1[N:22]=[CH:23][CH:24]=[C:25]([CH:29]=1)[C:26](Cl)=[O:27]. The catalyst is N1C=CC=CC=1.CN(C1C=CN=CC=1)C. The product is [Cl:20][C:21]1[CH:29]=[C:25]([C:26]([NH:14][C:12]2[S:13][C:9]([C:7]([CH:4]3[CH2:5][CH2:6][O:1][CH2:2][CH2:3]3)=[O:8])=[C:10]([C:15]3[CH:19]=[CH:18][O:17][CH:16]=3)[N:11]=2)=[O:27])[CH:24]=[CH:23][N:22]=1. The yield is 0.360. (6) The reactants are [NH2:1][CH:2]([C:4]1[CH:5]=[C:6]([C:21]([N:23]([CH3:25])[CH3:24])=[O:22])[CH:7]=[C:8]2[C:13]=1[O:12][C:11]([N:14]1[CH2:19][CH2:18][O:17][CH2:16][CH2:15]1)=[CH:10][C:9]2=[O:20])[CH3:3].C(=O)([O-])[O-].[Cs+].[Cs+].CC1(C)C2C=CC=C(P(C3C=CC=CC=3)C3C=CC=CC=3)C=2OC2C1=CC=CC=2P(C1C=CC=CC=1)C1C=CC=CC=1.Br[C:75]1[CH:80]=[C:79]([F:81])[CH:78]=[C:77]([Cl:82])[CH:76]=1. The catalyst is O1CCOCC1.C1C=CC(/C=C/C(/C=C/C2C=CC=CC=2)=O)=CC=1.C1C=CC(/C=C/C(/C=C/C2C=CC=CC=2)=O)=CC=1.C1C=CC(/C=C/C(/C=C/C2C=CC=CC=2)=O)=CC=1.[Pd].[Pd]. The product is [Cl:82][C:77]1[CH:76]=[C:75]([NH:1][CH:2]([C:4]2[CH:5]=[C:6]([C:21]([N:23]([CH3:24])[CH3:25])=[O:22])[CH:7]=[C:8]3[C:13]=2[O:12][C:11]([N:14]2[CH2:19][CH2:18][O:17][CH2:16][CH2:15]2)=[CH:10][C:9]3=[O:20])[CH3:3])[CH:80]=[C:79]([F:81])[CH:78]=1. The yield is 0.670.